From a dataset of Catalyst prediction with 721,799 reactions and 888 catalyst types from USPTO. Predict which catalyst facilitates the given reaction. (1) Reactant: [CH2:1]([O:3][C:4]([N:6]1[CH2:13][CH:12]2[CH:8]([CH2:9][C:10]3[C:16]([CH2:17][OH:18])=[CH:15][S:14][C:11]=32)[CH2:7]1)=[O:5])[CH3:2].C(Cl)(Cl)[Cl:20]. Product: [CH2:1]([O:3][C:4]([N:6]1[CH2:13][CH:12]2[CH:8]([CH2:9][C:10]3[C:16]([CH2:17][OH:18])=[C:15]([Cl:20])[S:14][C:11]=32)[CH2:7]1)=[O:5])[CH3:2]. The catalyst class is: 2. (2) Reactant: [BH4-].[Na+].[CH2:3]1[CH2:41][O:40][C:5]2([CH2:14][CH2:13][C:12]3[N:11]=[C:10]([CH2:15][CH2:16][CH2:17][CH2:18][N:19]4[CH2:24][CH2:23][N:22]([C:25]5[CH:34]=[CH:33][C:32]6[C:27](=[CH:28][CH:29]=[CH:30][CH:31]=6)[N:26]=5)[CH2:21][CH2:20]4)[N:9]([N:35]=[C:36]([CH3:38])[CH3:37])[C:8](=[O:39])[C:7]=3[CH2:6]2)[O:4]1. Product: [CH2:41]1[CH2:3][O:4][C:5]2([CH2:14][CH2:13][C:12]3[N:11]=[C:10]([CH2:15][CH2:16][CH2:17][CH2:18][N:19]4[CH2:24][CH2:23][N:22]([C:25]5[CH:34]=[CH:33][C:32]6[C:27](=[CH:28][CH:29]=[CH:30][CH:31]=6)[N:26]=5)[CH2:21][CH2:20]4)[N:9]([NH:35][CH:36]([CH3:37])[CH3:38])[C:8](=[O:39])[C:7]=3[CH2:6]2)[O:40]1. The catalyst class is: 5. (3) Reactant: [OH:1][C:2]1[C:10]([CH3:11])=[CH:9][CH:8]=[C:7]2[C:3]=1[CH2:4][CH2:5][C:6]2=[O:12].[C:13](=O)([O-])[O-].[K+].[K+].S(OC)(OC)(=O)=O.O. Product: [CH3:13][O:1][C:2]1[C:10]([CH3:11])=[CH:9][CH:8]=[C:7]2[C:3]=1[CH2:4][CH2:5][C:6]2=[O:12]. The catalyst class is: 9. (4) Reactant: N1C2C=CC=C(CN[C:12]3[CH:17]=[C:16](Cl)[N:15]=[CH:14][C:13]=3N)C=2N=C1.N1C2C=CC(CNC3C=C(Cl)N=CC=3N)=CC=2N=C1.Cl.[CH2:40]([O:42]C(=N)C)C.N.[NH:47]1[C:51]2[CH:52]=[CH:53][CH:54]=[C:55]([CH2:56][N:57]3[C:65]4[CH:64]=[C:63](Cl)[N:62]=[CH:61][C:60]=4[N:59]=[C:58]3[CH3:67])[C:50]=2[N:49]=[CH:48]1.N1C2C=CC(C[N:78]3[C:86]4[CH:85]=[C:84](Cl)[N:83]=CC=4[N:80]=[C:79]3C)=CC=2N=C1. The catalyst class is: 8. Product: [NH:49]1[C:52]2[CH:53]=[CH:54][C:55]([CH2:56][N:57]3[C:65]4[CH:64]=[C:63]([NH:83][C:84]5[CH:85]=[CH:86][N:78]=[C:79]([N:15]6[CH2:14][CH2:13][CH:12]([O:42][CH3:40])[CH2:17][CH2:16]6)[N:80]=5)[N:62]=[CH:61][C:60]=4[N:59]=[C:58]3[CH3:67])=[CH:50][C:51]=2[N:47]=[CH:48]1. (5) Reactant: [Cl:1][C:2]1[CH:7]=[C:6]([C:8]([F:11])([F:10])[F:9])[CH:5]=[C:4]([Cl:12])[C:3]=1[N:13]1[C:17]([OH:18])=[C:16]([S:19][C:20]([F:23])([F:22])[F:21])[C:15]([C:24]#[N:25])=[N:14]1.N1C=CC=CC=1.[CH3:32][C:33]([CH3:38])([CH3:37])[C:34](Cl)=[O:35]. Product: [Cl:1][C:2]1[CH:7]=[C:6]([C:8]([F:11])([F:10])[F:9])[CH:5]=[C:4]([Cl:12])[C:3]=1[N:13]1[C:17]([O:18][C:34](=[O:35])[C:33]([CH3:38])([CH3:37])[CH3:32])=[C:16]([S:19][C:20]([F:23])([F:21])[F:22])[C:15]([C:24]#[N:25])=[N:14]1. The catalyst class is: 26. (6) Reactant: [CH:1]1([NH:6][C:7]2[N:16]=[CH:15][C:14]3[CH2:13][CH2:12][C:11]4[C:17]([C:21]([O:23]CC)=[O:22])=[N:18][N:19]([CH3:20])[C:10]=4[C:9]=3[N:8]=2)[CH2:5][CH2:4][CH2:3][CH2:2]1.[OH-].[K+:27]. Product: [CH:1]1([NH:6][C:7]2[N:16]=[CH:15][C:14]3[CH2:13][CH2:12][C:11]4[C:17]([C:21]([O-:23])=[O:22])=[N:18][N:19]([CH3:20])[C:10]=4[C:9]=3[N:8]=2)[CH2:2][CH2:3][CH2:4][CH2:5]1.[K+:27]. The catalyst class is: 8. (7) Reactant: [Br:1][CH2:2][C@@:3]1([OH:20])[C@@H:8]([CH3:9])[CH2:7][C:6]([C:10]2[CH:15]=[CH:14][N:13]=[CH:12][C:11]=2[N+:16]([O-:18])=[O:17])=[CH:5][C@H:4]1[OH:19].[CH3:21][C:22]([Si:25](Cl)([CH3:27])[CH3:26])([CH3:24])[CH3:23].N1C=CN=C1. Product: [Br:1][CH2:2][C@@:3]1([OH:20])[C@@H:8]([CH3:9])[CH2:7][C:6]([C:10]2[CH:15]=[CH:14][N:13]=[CH:12][C:11]=2[N+:16]([O-:18])=[O:17])=[CH:5][C@H:4]1[O:19][Si:25]([C:22]([CH3:24])([CH3:23])[CH3:21])([CH3:27])[CH3:26]. The catalyst class is: 3.